Regression. Given two drug SMILES strings and cell line genomic features, predict the synergy score measuring deviation from expected non-interaction effect. From a dataset of NCI-60 drug combinations with 297,098 pairs across 59 cell lines. (1) Drug 1: C1=NC2=C(N=C(N=C2N1C3C(C(C(O3)CO)O)F)Cl)N. Drug 2: CC1=C2C(C(=O)C3(C(CC4C(C3C(C(C2(C)C)(CC1OC(=O)C(C(C5=CC=CC=C5)NC(=O)OC(C)(C)C)O)O)OC(=O)C6=CC=CC=C6)(CO4)OC(=O)C)O)C)O. Cell line: COLO 205. Synergy scores: CSS=41.7, Synergy_ZIP=-2.00, Synergy_Bliss=-2.44, Synergy_Loewe=-7.42, Synergy_HSA=-1.53. (2) Drug 1: C1CCN(CC1)CCOC2=CC=C(C=C2)C(=O)C3=C(SC4=C3C=CC(=C4)O)C5=CC=C(C=C5)O. Drug 2: CC(C1=C(C=CC(=C1Cl)F)Cl)OC2=C(N=CC(=C2)C3=CN(N=C3)C4CCNCC4)N. Cell line: SNB-75. Synergy scores: CSS=0.808, Synergy_ZIP=0.166, Synergy_Bliss=-1.04, Synergy_Loewe=-4.02, Synergy_HSA=-2.70. (3) Drug 1: CC1C(C(=O)NC(C(=O)N2CCCC2C(=O)N(CC(=O)N(C(C(=O)O1)C(C)C)C)C)C(C)C)NC(=O)C3=C4C(=C(C=C3)C)OC5=C(C(=O)C(=C(C5=N4)C(=O)NC6C(OC(=O)C(N(C(=O)CN(C(=O)C7CCCN7C(=O)C(NC6=O)C(C)C)C)C)C(C)C)C)N)C. Drug 2: CC1=C(C=C(C=C1)NC(=O)C2=CC=C(C=C2)CN3CCN(CC3)C)NC4=NC=CC(=N4)C5=CN=CC=C5. Cell line: EKVX. Synergy scores: CSS=0.567, Synergy_ZIP=2.55, Synergy_Bliss=-5.02, Synergy_Loewe=-4.78, Synergy_HSA=-4.74. (4) Drug 1: CCCS(=O)(=O)NC1=C(C(=C(C=C1)F)C(=O)C2=CNC3=C2C=C(C=N3)C4=CC=C(C=C4)Cl)F. Drug 2: CC1=C(C(CCC1)(C)C)C=CC(=CC=CC(=CC(=O)O)C)C. Cell line: MOLT-4. Synergy scores: CSS=-1.33, Synergy_ZIP=1.15, Synergy_Bliss=1.34, Synergy_Loewe=-5.85, Synergy_HSA=-0.992. (5) Drug 1: CNC(=O)C1=CC=CC=C1SC2=CC3=C(C=C2)C(=NN3)C=CC4=CC=CC=N4. Drug 2: COCCOC1=C(C=C2C(=C1)C(=NC=N2)NC3=CC=CC(=C3)C#C)OCCOC.Cl. Cell line: COLO 205. Synergy scores: CSS=-2.36, Synergy_ZIP=1.21, Synergy_Bliss=4.01, Synergy_Loewe=0.0363, Synergy_HSA=0.648. (6) Drug 1: CCC1=CC2CC(C3=C(CN(C2)C1)C4=CC=CC=C4N3)(C5=C(C=C6C(=C5)C78CCN9C7C(C=CC9)(C(C(C8N6C)(C(=O)OC)O)OC(=O)C)CC)OC)C(=O)OC.C(C(C(=O)O)O)(C(=O)O)O. Cell line: SK-OV-3. Drug 2: CC1CCCC2(C(O2)CC(NC(=O)CC(C(C(=O)C(C1O)C)(C)C)O)C(=CC3=CSC(=N3)C)C)C. Synergy scores: CSS=42.1, Synergy_ZIP=-2.11, Synergy_Bliss=-1.87, Synergy_Loewe=-0.141, Synergy_HSA=-0.136.